Dataset: Full USPTO retrosynthesis dataset with 1.9M reactions from patents (1976-2016). Task: Predict the reactants needed to synthesize the given product. (1) Given the product [F:1][C:2]1[CH:7]=[CH:6][CH:5]=[C:4]([F:8])[C:3]=1[N:9]1[C:14]2[N:15]=[C:16]([NH:30][CH2:31][CH2:32][N:33]([CH3:35])[CH3:34])[N:17]=[C:18]([C:19]3[CH:20]=[C:21]([CH:25]=[C:26]([F:29])[C:27]=3[CH3:28])[C:22]([NH:41][CH3:39])=[O:24])[C:13]=2[CH2:12][NH:11][C:10]1=[O:36], predict the reactants needed to synthesize it. The reactants are: [F:1][C:2]1[CH:7]=[CH:6][CH:5]=[C:4]([F:8])[C:3]=1[N:9]1[C:14]2[N:15]=[C:16]([NH:30][CH2:31][CH2:32][N:33]([CH3:35])[CH3:34])[N:17]=[C:18]([C:19]3[CH:20]=[C:21]([CH:25]=[C:26]([F:29])[C:27]=3[CH3:28])[C:22]([OH:24])=O)[C:13]=2[CH2:12][NH:11][C:10]1=[O:36].CN.[CH2:39]([N:41](CC)CC)C.CN(C(ON1N=NC2C=CC=CC1=2)=[N+](C)C)C.F[P-](F)(F)(F)(F)F. (2) Given the product [Br:1][C:2]1[C:10]2[C:9]([NH2:26])=[N:8][CH:7]=[N:6][C:5]=2[N:4]([CH:12]2[CH2:15][CH:14]([CH2:16][N:17]3[CH2:22][CH2:21][S:20](=[O:24])(=[O:23])[CH2:19][CH2:18]3)[CH2:13]2)[CH:3]=1, predict the reactants needed to synthesize it. The reactants are: [Br:1][C:2]1[C:10]2[C:9](Cl)=[N:8][CH:7]=[N:6][C:5]=2[N:4]([C@H:12]2[CH2:15][C@@H:14]([CH2:16][N:17]3[CH2:22][CH2:21][S:20](=[O:24])(=[O:23])[CH2:19][CH2:18]3)[CH2:13]2)[CH:3]=1.[OH-].[NH4+:26]. (3) Given the product [Br:44][C:20]1[CH:19]=[C:18]([C:27]2[CH:36]=[CH:35][C:34]3[C:29](=[CH:30][CH:31]=[CH:32][CH:33]=3)[CH:28]=2)[C:17]2[C:26]3=[C:25]4[C:14]([CH:13]=[CH:12][C:11]([C:2]5[CH:3]=[CH:4][C:5]6[C:10](=[CH:9][CH:8]=[CH:7][CH:6]=6)[CH:1]=5)=[C:24]4[CH:23]=[CH:22][C:21]=13)=[CH:15][CH:16]=2, predict the reactants needed to synthesize it. The reactants are: [CH:1]1[C:10]2[C:5](=[CH:6][CH:7]=[CH:8][CH:9]=2)[CH:4]=[CH:3][C:2]=1[C:11]1[C:24]2[C:25]3=[C:26]4[C:21](=[CH:22][CH:23]=2)[CH:20]=[CH:19][C:18]([C:27]2[CH:36]=[CH:35][C:34]5[C:29](=[CH:30][CH:31]=[CH:32][CH:33]=5)[CH:28]=2)=[C:17]4[CH:16]=[CH:15][C:14]3=[CH:13][CH:12]=1.C1C(=O)N([Br:44])C(=O)C1.O.CCCCCC.C1(C)C=CC=CC=1. (4) Given the product [CH2:1]([O:3][C:4]([C:6]1[C:7]2[C:15](=[O:16])[CH2:14][CH2:13][CH2:12][CH2:11][C:8]=2[N:9]([C:29]([O:28][C:25]([CH3:27])([CH3:26])[CH3:24])=[O:30])[CH:10]=1)=[O:5])[CH3:2], predict the reactants needed to synthesize it. The reactants are: [CH2:1]([O:3][C:4]([C:6]1[C:7]2[C:15](=[O:16])[CH2:14][CH2:13][CH2:12][CH2:11][C:8]=2[NH:9][CH:10]=1)=[O:5])[CH3:2].CCN(CC)CC.[CH3:24][C:25]([O:28][C:29](O[C:29]([O:28][C:25]([CH3:27])([CH3:26])[CH3:24])=[O:30])=[O:30])([CH3:27])[CH3:26].